This data is from Merck oncology drug combination screen with 23,052 pairs across 39 cell lines. The task is: Regression. Given two drug SMILES strings and cell line genomic features, predict the synergy score measuring deviation from expected non-interaction effect. (1) Drug 1: COc1cc(C2c3cc4c(cc3C(OC3OC5COC(C)OC5C(O)C3O)C3COC(=O)C23)OCO4)cc(OC)c1O. Drug 2: CS(=O)(=O)CCNCc1ccc(-c2ccc3ncnc(Nc4ccc(OCc5cccc(F)c5)c(Cl)c4)c3c2)o1. Cell line: HCT116. Synergy scores: synergy=27.6. (2) Drug 1: CN(Cc1cnc2nc(N)nc(N)c2n1)c1ccc(C(=O)NC(CCC(=O)O)C(=O)O)cc1. Drug 2: CCN(CC)CCNC(=O)c1c(C)[nH]c(C=C2C(=O)Nc3ccc(F)cc32)c1C. Cell line: NCIH1650. Synergy scores: synergy=-6.04. (3) Drug 1: CC1CC2C3CCC4=CC(=O)C=CC4(C)C3(F)C(O)CC2(C)C1(O)C(=O)CO. Drug 2: CCN(CC)CCNC(=O)c1c(C)[nH]c(C=C2C(=O)Nc3ccc(F)cc32)c1C. Cell line: KPL1. Synergy scores: synergy=22.5. (4) Drug 1: CN(C)C(=N)N=C(N)N. Drug 2: NC1(c2ccc(-c3nc4ccn5c(=O)[nH]nc5c4cc3-c3ccccc3)cc2)CCC1. Cell line: LNCAP. Synergy scores: synergy=7.59. (5) Drug 1: CCC1(O)CC2CN(CCc3c([nH]c4ccccc34)C(C(=O)OC)(c3cc4c(cc3OC)N(C)C3C(O)(C(=O)OC)C(OC(C)=O)C5(CC)C=CCN6CCC43C65)C2)C1. Drug 2: CNC(=O)c1cc(Oc2ccc(NC(=O)Nc3ccc(Cl)c(C(F)(F)F)c3)cc2)ccn1. Cell line: SKMEL30. Synergy scores: synergy=12.0. (6) Drug 1: O=S1(=O)NC2(CN1CC(F)(F)F)C1CCC2Cc2cc(C=CCN3CCC(C(F)(F)F)CC3)ccc2C1. Drug 2: CCc1c2c(nc3ccc(O)cc13)-c1cc3c(c(=O)n1C2)COC(=O)C3(O)CC. Cell line: MSTO. Synergy scores: synergy=13.7. (7) Drug 1: C=CCn1c(=O)c2cnc(Nc3ccc(N4CCN(C)CC4)cc3)nc2n1-c1cccc(C(C)(C)O)n1. Drug 2: Cn1cc(-c2cnn3c(N)c(Br)c(C4CCCNC4)nc23)cn1. Cell line: HT29. Synergy scores: synergy=54.9. (8) Drug 1: C#Cc1cccc(Nc2ncnc3cc(OCCOC)c(OCCOC)cc23)c1. Drug 2: NC1CCCCC1N.O=C(O)C(=O)O.[Pt+2]. Cell line: NCIH1650. Synergy scores: synergy=-9.13.